Dataset: Full USPTO retrosynthesis dataset with 1.9M reactions from patents (1976-2016). Task: Predict the reactants needed to synthesize the given product. (1) Given the product [Cl:35][C:36]1[CH:41]=[C:40]([C:19]([C:11]2[N:10]([S:7]([C:1]3[CH:6]=[CH:5][CH:4]=[CH:3][CH:2]=3)(=[O:8])=[O:9])[C:14]3=[N:15][CH:16]=[CH:17][CH:18]=[C:13]3[CH:12]=2)=[CH:20][CH:21]([CH3:23])[CH3:22])[CH:39]=[CH:38][CH:37]=1, predict the reactants needed to synthesize it. The reactants are: [C:1]1([S:7]([N:10]2[C:14]3=[N:15][CH:16]=[CH:17][CH:18]=[C:13]3[CH:12]=[C:11]2[C:19](OS(C2C=CC(C)=CC=2)(=O)=O)=[CH:20][CH:21]([CH3:23])[CH3:22])(=[O:9])=[O:8])[CH:6]=[CH:5][CH:4]=[CH:3][CH:2]=1.[Cl:35][C:36]1[CH:37]=[C:38](B(O)O)[CH:39]=[CH:40][CH:41]=1.C(=O)([O-])[O-].[Na+].[Na+]. (2) Given the product [Br:8][C:4]1[CH:5]=[CH:6][CH:7]=[C:2]([C:16]2[CH:17]=[N:18][S:19][CH:20]=2)[N:3]=1, predict the reactants needed to synthesize it. The reactants are: Br[C:2]1[CH:7]=[CH:6][CH:5]=[C:4]([Br:8])[N:3]=1.CC1(C)COB([C:16]2[CH:17]=[N:18][S:19][CH:20]=2)OC1.C(=O)([O-])[O-].[Cs+].[Cs+].